From a dataset of Experimental lipophilicity measurements (octanol/water distribution) for 4,200 compounds from AstraZeneca. Regression/Classification. Given a drug SMILES string, predict its absorption, distribution, metabolism, or excretion properties. Task type varies by dataset: regression for continuous measurements (e.g., permeability, clearance, half-life) or binary classification for categorical outcomes (e.g., BBB penetration, CYP inhibition). For this dataset (lipophilicity_astrazeneca), we predict Y. (1) The drug is CCCSc1nc2ccc(NC(=O)CCNC(N)=O)cc2s1. The Y is 2.90 logD. (2) The drug is CCOc1cccc(/C=C2\SC(=O)NC2=O)c1N1CCC[C@@H](N)C1. The Y is 1.86 logD. (3) The molecule is O=C(O)c1ccccc1-c1c2ccc(=O)cc-2oc2cc(O)ccc12. The Y is 0 logD. (4) The drug is C[C@@H]1CN(c2noc(C(F)(F)F)n2)CCN1c1ncc(OCc2ccncc2C#N)cn1. The Y is 3.95 logD. (5) The molecule is O=C1c2ccc(O)cc2C(=O)N1c1ccccc1. The Y is 2.30 logD. (6) The molecule is Cc1nc2ccccn2c1-c1ccnc(Nc2cccc(Cl)c2)n1. The Y is 2.70 logD.